This data is from Experimentally validated miRNA-target interactions with 360,000+ pairs, plus equal number of negative samples. The task is: Binary Classification. Given a miRNA mature sequence and a target amino acid sequence, predict their likelihood of interaction. (1) The miRNA is mmu-miR-3075-5p with sequence UGUCUGGGAGCAGCCAAGGAC. The protein sequence of the target gene is MAQAHRTPQPRAAPSQPRVFKLVLLGSGSVGKSSLALRYVKNDFKSILPTVGCAFFTKVVDVGATSLKLEIWDTAGQEKYHSVCHLYFRGANAALLVYDITRKDSFLKAQQWLKDLEEELHPGEVLVMLVGNKTDLSQEREVTFQEGKEFADSQKLLFMETSAKLNHQVSEVFNTVAQELLQRSDEEGQALRGDAAVALNKGPARQAKCCAH. Result: 0 (no interaction). (2) The miRNA is mmu-miR-490-5p with sequence CCAUGGAUCUCCAGGUGGGU. The protein sequence of the target gene is MASGASRYRLSCSLPGHELDVRGLVCCLYPPGAFVSVSRDRTTRLWAPDSPNRGFTEMHCMSGHSNFVSCVCIIPSSDIYPHGLIATGGNDHNICIFSLDSPMPLYILKGHKDTVCSLSSGKFGTLLSGSWDTTAKVWLNDKCMMTLQGHTAAVWAVKILPEQGLMLTGSADKTIKLWKAGRCERTFLGHEDCVRGLAILSETEFLSCANDASIRRWQITGECLEVYFGHTNYIYSISVFPNSKDFVTTAEDRSLRIWKHGECAQTIRLPAQSIWCCCVLENGDIVVGASDGIIRVFTES.... Result: 0 (no interaction). (3) The protein sequence of the target gene is MVPHAILARGRDVCRRNGLLILSVLSVIVGCLLGFFLRTRRLSPQEISYFQFPGELLMRMLKMMILPLVVSSLMSGLASLDAKTSSRLGVLTVAYYLWTTFMAVIVGIFMVSIIHPGSAAQKETTEQSGKPIMSSADALLDLIRNMFPANLVEATFKQYRTKTTPVVKSPKVAPEEAPPRRILIYGVQEENGSHVQNFALDLTPPPEVVYKSEPGTSDGMNVLGIVFFSATMGIMLGRMGDSGAPLVSFCQCLNESVMKIVAVAVWYFPFGIVFLIAGKILEMDDPRAVGKKLGFYSVTV.... The miRNA is hsa-miR-920 with sequence GGGGAGCUGUGGAAGCAGUA. Result: 0 (no interaction). (4) Result: 0 (no interaction). The miRNA is hsa-miR-4790-5p with sequence AUCGCUUUACCAUUCAUGUU. The protein sequence of the target gene is MAMRELVEAECGGANPLMKLAGHFTQDKALRQEGLRPGPWPPGAPASEAASKPLGVASEDELVAEFLQDQNAPLVSRAPQTFKMDDLLAEMQQIEQSNFRQAPQRAPGVADLALSENWAQEFLAAGDAVDVTQDYNETDWSQEFISEVTDPLSVSPARWAEEYLEQSEEKLWLGEPEGTATDRWYDEYHPEEDLQHTASDFVAKVDDPKLANSEFLKFVRQIGEGQVSLESGAGSGRAQAEQWAAEFIQQQGTSDAWVDQFTRPVNTSALDMEFERAKSAIESDVDFWDKLQAELEEMAK.... (5) The miRNA is hsa-miR-1302 with sequence UUGGGACAUACUUAUGCUAAA. The protein sequence of the target gene is MLLPLLLSSLLGGSQAMDGRFWIRVQESVMVPEGLCISVPCSFSYPRQDWTGSTPAYGYWFKAVTETTKGAPVATNHQSREVEMSTRGRFQLTGDPAKGNCSLVIRDAQMQDESQYFFRVERGSYVRYNFMNDGFFLKVTALTQKPDVYIPETLEPGQPVTVICVFNWAFEECPPPSFSWTGAALSSQGTKPTTSHFSVLSFTPRPQDHNTDLTCHVDFSRKGVSAQRTVRLRVAYAPRDLVISISRDNTPALEPQPQGNVPYLEAQKGQFLRLLCAADSQPPATLSWVLQNRVLSSSHP.... Result: 1 (interaction). (6) The miRNA is hsa-miR-6741-3p with sequence UCGGCUCUCUCCCUCACCCUAG. The protein sequence of the target gene is MEGDCLSCMKYLMFVFNFFIFLGGACLLAIGIWVMVDPTGFREIVAANPLLLTGAYILLAMGGLLFLLGFLGCCGAVRENKCLLLFFFLFILIIFLAELSAAILAFIFRENLTREFFTKELTKHYQGNNDTDVFSATWNSVMITFGCCGVNGPEDFKFASVFRLLTLDSEEVPEACCRREPQSRDGVLLSREECLLGRSLFLNKQGCYTVILNTFETYVYLAGALAIGVLAIELFAMIFAMCLFRGIQ. Result: 0 (no interaction). (7) The miRNA is hsa-miR-616-3p with sequence AGUCAUUGGAGGGUUUGAGCAG. The protein sequence of the target gene is MLELRHRGSCPGPREAVSPPHREGEAAGGDHETESTSDKETDIDDRYGDLDSRTDSDIPEIPPSSDRTPEILKKALSGLSSRWKNWWIRGILTLTMISLFFLIIYMGSFMLMLLVLGIQVKCFHEIITIGYRVYHSYDLPWFRTLSWYFLLCVNYFFYGETVADYFATFVQREEQLQFLIRYHRFISFALYLAGFCMFVLSLVKKHYRLQFYMFAWTHVTLLITVTQSHLVIQNLFEGMIWFLVPISSVICNDITAYLFGFFFGRTPLIKLSPKKTWEGFIGGFFSTVVFGFIAAYVLSK.... Result: 0 (no interaction).